From a dataset of Peptide-MHC class II binding affinity with 134,281 pairs from IEDB. Regression. Given a peptide amino acid sequence and an MHC pseudo amino acid sequence, predict their binding affinity value. This is MHC class II binding data. The peptide sequence is QEDWKSDPSQGGGIK. The MHC is DRB1_1501 with pseudo-sequence DRB1_1501. The binding affinity (normalized) is 0.